This data is from Catalyst prediction with 721,799 reactions and 888 catalyst types from USPTO. The task is: Predict which catalyst facilitates the given reaction. (1) Reactant: [CH:1]1[C:10]2[C:5](=[CH:6][CH:7]=[CH:8][CH:9]=2)[CH:4]=[CH:3][C:2]=1[CH:11]=[CH:12][C:13]([NH:15][C:16]1[CH:26]=[CH:25][C:19]([C:20]([O:22][CH2:23][CH3:24])=[O:21])=[CH:18][CH:17]=1)=[O:14].C1COCC1. Product: [CH:1]1[C:10]2[C:5](=[CH:6][CH:7]=[CH:8][CH:9]=2)[CH:4]=[CH:3][C:2]=1[CH2:11][CH2:12][C:13]([NH:15][C:16]1[CH:17]=[CH:18][C:19]([C:20]([O:22][CH2:23][CH3:24])=[O:21])=[CH:25][CH:26]=1)=[O:14]. The catalyst class is: 888. (2) Reactant: [F:1][C:2]([F:21])([F:20])[O:3][C:4]1[CH:9]=[CH:8][C:7]([C:10]2[CH:18]=[CH:17][CH:16]=[C:15]3[C:11]=2[CH2:12][C:13](=[O:19])[NH:14]3)=[CH:6][CH:5]=1.[CH3:22][C:23]1[C:27]([C:28]([N:30]2[CH2:35][CH2:34][N:33]([CH3:36])[CH2:32][CH2:31]2)=[O:29])=[C:26]([CH3:37])[NH:25][C:24]=1[CH:38]=O. Product: [CH3:22][C:23]1[C:27]([C:28]([N:30]2[CH2:31][CH2:32][N:33]([CH3:36])[CH2:34][CH2:35]2)=[O:29])=[C:26]([CH3:37])[NH:25][C:24]=1[CH:38]=[C:12]1[C:11]2[C:15](=[CH:16][CH:17]=[CH:18][C:10]=2[C:7]2[CH:6]=[CH:5][C:4]([O:3][C:2]([F:1])([F:20])[F:21])=[CH:9][CH:8]=2)[NH:14][C:13]1=[O:19]. The catalyst class is: 360. (3) Reactant: C([O:8][CH2:9][C@@H:10]([O:36][CH3:37])[CH2:11][CH2:12][CH:13]([C:24]1[NH:25][C:26](=[O:35])[C:27]([OH:34])=[C:28]([C:30]([O:32][CH3:33])=[O:31])[N:29]=1)[N:14]([C:17]([O:19][C:20]([CH3:23])([CH3:22])[CH3:21])=[O:18])[CH2:15][CH3:16])C1C=CC=CC=1.C(O)(=O)C. Product: [C:20]([O:19][C:17]([N:14]([CH2:15][CH3:16])[CH:13]([C:24]1[NH:25][C:26](=[O:35])[C:27]([OH:34])=[C:28]([C:30]([O:32][CH3:33])=[O:31])[N:29]=1)[CH2:12][CH2:11][C@H:10]([O:36][CH3:37])[CH2:9][OH:8])=[O:18])([CH3:22])([CH3:23])[CH3:21]. The catalyst class is: 582. (4) Reactant: Br[C:2]1[CH:3]=[C:4]([C:8]2([C:20]3[CH:25]=[CH:24][N:23]=[C:22]([CH3:26])[CH:21]=3)[C:16]3[C:11](=[C:12]([F:18])[CH:13]=[C:14]([Cl:17])[CH:15]=3)[C:10]([NH2:19])=[N:9]2)[CH:5]=[CH:6][CH:7]=1.[N:27]1[CH:32]=[C:31](B(O)O)[CH:30]=[N:29][CH:28]=1.C(=O)([O-])[O-].[K+].[K+]. Product: [Cl:17][C:14]1[CH:15]=[C:16]2[C:11]([C:10]([NH2:19])=[N:9][C:8]2([C:20]2[CH:25]=[CH:24][N:23]=[C:22]([CH3:26])[CH:21]=2)[C:4]2[CH:5]=[CH:6][CH:7]=[C:2]([C:31]3[CH:32]=[N:27][CH:28]=[N:29][CH:30]=3)[CH:3]=2)=[C:12]([F:18])[CH:13]=1. The catalyst class is: 710. (5) Reactant: Cl.Cl.[CH3:3][O:4][C:5]1[CH:6]=[C:7]([C:11]2([C:23]#[N:24])[CH2:16][CH2:15][N:14]([CH:17]3[CH2:22][CH2:21][NH:20][CH2:19][CH2:18]3)[CH2:13][CH2:12]2)[CH:8]=[CH:9][CH:10]=1.C(N(CC)CC)C.[C:32]1([CH3:42])[CH:37]=[CH:36][C:35]([S:38](Cl)(=[O:40])=[O:39])=[CH:34][CH:33]=1.O. Product: [CH3:3][O:4][C:5]1[CH:6]=[C:7]([C:11]2([C:23]#[N:24])[CH2:12][CH2:13][N:14]([CH:17]3[CH2:22][CH2:21][N:20]([S:38]([C:35]4[CH:36]=[CH:37][C:32]([CH3:42])=[CH:33][CH:34]=4)(=[O:40])=[O:39])[CH2:19][CH2:18]3)[CH2:15][CH2:16]2)[CH:8]=[CH:9][CH:10]=1. The catalyst class is: 4.